From a dataset of Experimentally validated miRNA-target interactions with 360,000+ pairs, plus equal number of negative samples. Binary Classification. Given a miRNA mature sequence and a target amino acid sequence, predict their likelihood of interaction. (1) The miRNA is bta-miR-146b with sequence UGAGAACUGAAUUCCAUAGGCUGU. The protein sequence of the target gene is MVSKLSQLQTELLAALLESGLSKEALIQALGEPGPYLMVGEGPLDKGESCGGSRGDLTELPNGLGETRGSEDDTDDDGEDFAPPILKELENLSPEEAAHQKAVVESLLQEDPWRVAKMVKSYLQQHNIPQREVVDTTGLNQSHLSQHLNKGTPMKTQKRAALYTWYVRKQREVAQQFTHAGQGGLIEEPTGDELPTKKGRRNRFKWGPASQQILFQAYERQKNPSKEERETLVEECNRAECIQRGVSPSQAQGLGSNLVTEVRVYNWFANRRKEEAFRHKLAMDTYNGPPPGPGPGPALP.... Result: 0 (no interaction). (2) The miRNA is hsa-miR-3667-3p with sequence ACCUUCCUCUCCAUGGGUCUUU. The protein sequence of the target gene is MTTNPKPNKALKVKKEAGENAPVLSDDELVSMSVRELNQHLRGLTKEEVTRLKQRRRTLKNRGYAASCRIKRVTQKEELERQRVELQQEVEKLARENSSMRLELDALRSKYEALQTFARTVARGPVAPSKVATTSVITIVKSTELSSTSVPFSAAS. Result: 1 (interaction). (3) The miRNA is hsa-miR-296-3p with sequence GAGGGUUGGGUGGAGGCUCUCC. The protein sequence of the target gene is MSLLNKPKSEMTPEELQKREEEEFNTGPLSVLTQSVKNNTQVLINCRNNKKLLGRVKAFDRHCNMVLENVKEMWTEVPKSGKGKKKSKPVNKDRYISKMFLRGDSVIVVLRNPLIAGK. Result: 1 (interaction). (4) The miRNA is rno-let-7d-5p with sequence AGAGGUAGUAGGUUGCAUAGUU. The protein sequence of the target gene is MGGLRLLAVALTCSCWWPQGGQGKTLRGSFSSAAARDAQGQSIGHFEFHGDHALLCVRINNVAVAVGKEAKLYLFQAQEWLKLLESSPGYSCSERLARAQLTVTVTQTEHNLTVSQLPAPQTWRVFYADKFTCRDDSESPQGEEIPFEMVLLNPDAEGNPLDHFSARESGLHEFFFLLVLVYFVTACIYAQSLWQAMKKGGPMHTILKVLTTALLLQAASALANYIHLSRYSRDGLGVPLIGSLAEVFDIASQIQMLYLLLSLCMGWTIVRMKKSQSRPLQWDSTPASTGIAVFIVITQS.... Result: 0 (no interaction).